From a dataset of Catalyst prediction with 721,799 reactions and 888 catalyst types from USPTO. Predict which catalyst facilitates the given reaction. (1) Reactant: [NH2:1][C:2]1[CH:3]=[C:4]([CH:16]=[CH:17][C:18]=1[NH2:19])[C:5]([NH:7][C:8]1[CH:13]=[CH:12][C:11]([CH3:14])=[C:10]([CH3:15])[CH:9]=1)=[O:6].[CH3:20][C:21]1[CH:28]=[C:27]([O:29][CH2:30][CH2:31][N:32]2[CH2:36][CH2:35][CH2:34][CH2:33]2)[CH:26]=[C:25]([CH3:37])[C:22]=1[CH:23]=O. Product: [CH3:15][C:10]1[CH:9]=[C:8]([NH:7][C:5]([C:4]2[CH:16]=[CH:17][C:18]3[N:19]=[C:23]([C:22]4[C:21]([CH3:20])=[CH:28][C:27]([O:29][CH2:30][CH2:31][N:32]5[CH2:36][CH2:35][CH2:34][CH2:33]5)=[CH:26][C:25]=4[CH3:37])[NH:1][C:2]=3[CH:3]=2)=[O:6])[CH:13]=[CH:12][C:11]=1[CH3:14]. The catalyst class is: 5. (2) Reactant: [CH3:1][O:2][C:3](=[O:11])[CH2:4][C:5]1[CH:10]=[CH:9][N:8]=[CH:7][CH:6]=1.CO[CH:14](OC)[N:15]([CH3:17])[CH3:16]. Product: [CH3:1][O:2][C:3](=[O:11])[C:4]([C:5]1[CH:6]=[CH:7][N:8]=[CH:9][CH:10]=1)=[CH:14][N:15]([CH3:17])[CH3:16]. The catalyst class is: 9. (3) Reactant: [CH3:1][C:2]1[CH:3]=[C:4]2[C:8](=[CH:9][CH:10]=1)[NH:7][C:6]([C:11]([OH:13])=O)=[CH:5]2.[NH2:14][C:15]1[CH:20]=[C:19]([S:21]([CH2:24][CH3:25])(=[O:23])=[O:22])[CH:18]=[CH:17][C:16]=1[OH:26].F[P-](F)(F)(F)(F)F.N1(O[P+](N(C)C)(N(C)C)N(C)C)C2C=CC=CC=2N=N1. Product: [CH2:24]([S:21]([C:19]1[CH:18]=[CH:17][C:16]([OH:26])=[C:15]([NH:14][C:11]([C:6]2[NH:7][C:8]3[C:4]([CH:5]=2)=[CH:3][C:2]([CH3:1])=[CH:10][CH:9]=3)=[O:13])[CH:20]=1)(=[O:23])=[O:22])[CH3:25]. The catalyst class is: 517. (4) Reactant: [CH3:1][O:2][C:3](=[O:11])[C:4]([CH3:10])([CH3:9])[CH2:5][C:6]([OH:8])=O.O=S(Cl)Cl.[CH:16]1([CH2:20][C:21]2[N:22]=[C:23]([C:26]([NH:28][NH2:29])=[O:27])[S:24][CH:25]=2)[CH2:19][CH2:18][CH2:17]1. Product: [CH:16]1([CH2:20][C:21]2[N:22]=[C:23]([C:26]([NH:28][NH:29][C:6](=[O:8])[CH2:5][C:4]([CH3:10])([CH3:9])[C:3]([O:2][CH3:1])=[O:11])=[O:27])[S:24][CH:25]=2)[CH2:17][CH2:18][CH2:19]1. The catalyst class is: 59. (5) Product: [N:23]1[CH:24]=[CH:25][CH:26]=[N:27][C:22]=1[CH2:21][CH2:20][CH2:19][CH:18]=[CH:17][S:14]([N:11]1[CH2:12][CH2:13][N:8]([C:5]2[N:6]=[CH:7][C:2]([C:33]3[CH:38]=[CH:37][CH:36]=[CH:35][N:34]=3)=[CH:3][CH:4]=2)[CH2:9][CH2:10]1)(=[O:16])=[O:15]. The catalyst class is: 109. Reactant: Br[C:2]1[CH:3]=[CH:4][C:5]([N:8]2[CH2:13][CH2:12][N:11]([S:14]([CH:17]=[CH:18][CH2:19][CH2:20][CH2:21][C:22]3[N:27]=[CH:26][CH:25]=[CH:24][N:23]=3)(=[O:16])=[O:15])[CH2:10][CH2:9]2)=[N:6][CH:7]=1.C([Sn](CCCC)(CCCC)[C:33]1[CH:38]=[CH:37][CH:36]=[CH:35][N:34]=1)CCC.[F-].[K+]. (6) Reactant: [Cl:1][C:2]1[N:9]=[C:8]([Cl:10])[CH:7]=[CH:6][C:3]=1[CH:4]=O.[CH3:11][NH:12][CH2:13][CH:14]([C:16]1[C:21]([CH3:22])=[CH:20][CH:19]=[CH:18][N:17]=1)[OH:15].C(O)(=O)C.C([BH3-])#N.[Na+]. Product: [NH3:9].[Cl:1][C:2]1[C:3]([CH2:4][N:12]([CH3:11])[CH2:13][CH:14]([C:16]2[C:21]([CH3:22])=[CH:20][CH:19]=[CH:18][N:17]=2)[OH:15])=[CH:6][CH:7]=[C:8]([Cl:10])[N:9]=1. The catalyst class is: 5. (7) Reactant: Cl.[NH2:2][OH:3].[O-]S([O-])(=O)=O.[Na+].[Na+].ClC(Cl)(Cl)C([O:15][CH2:16][CH3:17])O.[Br:20][C:21]1[C:27]([F:28])=[CH:26][CH:25]=[CH:24][C:22]=1[NH2:23].Cl.NC1C=CC=CC=1. Product: [Br:20][C:21]1[C:27]([F:28])=[CH:26][CH:25]=[CH:24][C:22]=1[NH:23][C:16](=[O:15])[CH:17]=[N:2][OH:3]. The catalyst class is: 315. (8) Reactant: [NH:1]1[CH2:7][CH2:6][CH2:5][CH2:4][CH2:3][CH2:2]1.Cl[C:9]1[N:14]=[C:13]([CH3:15])[C:12]([CH:16]([CH2:21][CH2:22][CH3:23])[C:17]([O:19][CH3:20])=[O:18])=[C:11]([C:24]2[CH:29]=[CH:28][C:27]([CH3:30])=[CH:26][CH:25]=2)[N:10]=1. Product: [N:1]1([C:9]2[N:14]=[C:13]([CH3:15])[C:12]([CH:16]([CH2:21][CH2:22][CH3:23])[C:17]([O:19][CH3:20])=[O:18])=[C:11]([C:24]3[CH:29]=[CH:28][C:27]([CH3:30])=[CH:26][CH:25]=3)[N:10]=2)[CH2:7][CH2:6][CH2:5][CH2:4][CH2:3][CH2:2]1. The catalyst class is: 7.